From a dataset of Full USPTO retrosynthesis dataset with 1.9M reactions from patents (1976-2016). Predict the reactants needed to synthesize the given product. (1) Given the product [C:27]([C:26]1[N:22]([CH2:21][C:18]2[CH:19]=[CH:20][C:15]([C:10]3[C:9]([S:6]([NH2:5])(=[O:8])=[O:7])=[CH:14][CH:13]=[CH:12][CH:11]=3)=[CH:16][CH:17]=2)[C:23]([C:31]2[CH:36]=[CH:35][CH:34]=[CH:33][CH:32]=2)=[N:24][C:25]=1[Cl:30])(=[O:29])[CH3:28], predict the reactants needed to synthesize it. The reactants are: C([NH:5][S:6]([C:9]1[C:10]([C:15]2[CH:20]=[CH:19][C:18]([CH2:21][N:22]3[C:26]([C:27](=[O:29])[CH3:28])=[C:25]([Cl:30])[N:24]=[C:23]3[C:31]3[CH:36]=[CH:35][CH:34]=[CH:33][CH:32]=3)=[CH:17][CH:16]=2)=[CH:11][CH:12]=[CH:13][CH:14]=1)(=[O:8])=[O:7])(C)(C)C.C1(OC)C=CC=CC=1. (2) The reactants are: [OH:1][C:2]1[CH:11]=[CH:10][C:5]([C:6]([O:8][CH3:9])=[O:7])=[CH:4][CH:3]=1.O[CH2:13][C@@H:14]([NH:16][C:17](=[O:23])OC(C)(C)C)[CH3:15].[C:24]1(P(C2C=CC=CC=2)C2C=CC=CC=2)C=CC=CC=1.N(C(OCC)=O)=NC(OCC)=O. Given the product [C:17]([NH:16][C@@H:14]([CH3:15])[CH2:13][O:1][C:2]1[CH:3]=[CH:4][C:5]([C:6]([O:8][CH3:9])=[O:7])=[CH:10][CH:11]=1)(=[O:23])[CH3:24], predict the reactants needed to synthesize it. (3) Given the product [Br:1][C:2]1[CH:3]=[CH:4][C:5]([F:25])=[C:6]([C@:8]23[CH2:17][O:16][C@@H:15]([C:18]4[CH:19]=[N:20][N:21]([CH3:23])[CH:22]=4)[CH2:14][C@H:13]2[CH2:12][S:11][C:10]([NH:24][C:33](=[O:40])[C:34]2[CH:39]=[CH:38][CH:37]=[CH:36][CH:35]=2)=[N:9]3)[CH:7]=1, predict the reactants needed to synthesize it. The reactants are: [Br:1][C:2]1[CH:3]=[CH:4][C:5]([F:25])=[C:6]([C@:8]23[CH2:17][O:16][C@@H:15]([C:18]4[CH:19]=[N:20][N:21]([CH3:23])[CH:22]=4)[CH2:14][C@H:13]2[CH2:12][S:11][C:10]([NH2:24])=[N:9]3)[CH:7]=1.C(N(CC)CC)C.[C:33](O[C:33](=[O:40])[C:34]1[CH:39]=[CH:38][CH:37]=[CH:36][CH:35]=1)(=[O:40])[C:34]1[CH:39]=[CH:38][CH:37]=[CH:36][CH:35]=1. (4) Given the product [CH2:7]([O:14][C:15]1[CH:16]=[CH:17][C:18]([O:21][CH2:2][C:3]([N:4]([CH3:6])[CH3:5])=[O:29])=[CH:19][CH:20]=1)[C:8]1[CH:9]=[CH:10][CH:11]=[CH:12][CH:13]=1, predict the reactants needed to synthesize it. The reactants are: Cl[CH2:2][CH2:3][N:4]([CH3:6])[CH3:5].[CH2:7]([O:14][C:15]1[CH:20]=[CH:19][C:18]([OH:21])=[CH:17][CH:16]=1)[C:8]1[CH:13]=[CH:12][CH:11]=[CH:10][CH:9]=1.C([O:29]C1C=C(O)C=CC=1)C1C=CC=CC=1. (5) Given the product [C:40]([C:28]([CH2:38][CH3:39])([CH2:29]/[C:30](/[CH:36]=[CH2:37])=[CH:31]/[CH:32]=[C:33](/[F:35])\[CH3:34])[CH2:27][CH2:26][N:24]([CH3:25])[C:23]([CH:10]1[CH2:9][NH:8][C:13]2[CH:14]=[C:15]([Cl:22])[C:16]([N:18]([C:20]#[N:21])[CH3:19])=[CH:17][C:12]=2[O:11]1)=[O:42])#[N:41], predict the reactants needed to synthesize it. The reactants are: C(OC([N:8]1[C:13]2[CH:14]=[C:15]([Cl:22])[C:16]([N:18]([C:20]#[N:21])[CH3:19])=[CH:17][C:12]=2[O:11][CH:10]([C:23](=[O:42])[N:24]([CH2:26][CH2:27][C:28]([C:40]#[N:41])([CH2:38][CH3:39])[CH2:29]/[C:30](/[CH:36]=[CH2:37])=[CH:31]/[CH:32]=[C:33](/[F:35])\[CH3:34])[CH3:25])[CH2:9]1)=O)(C)(C)C.FC(F)(F)C(O)=O. (6) Given the product [CH2:15]([N:2]([CH2:15][C:16]1[CH:21]=[CH:20][CH:19]=[CH:18][CH:17]=1)[C@@H:3]([CH3:8])[C:4]([O:6][CH3:7])=[O:5])[C:16]1[CH:21]=[CH:20][CH:19]=[CH:18][CH:17]=1, predict the reactants needed to synthesize it. The reactants are: Cl.[NH2:2][C@@H:3]([CH3:8])[C:4]([O:6][CH3:7])=[O:5].C([O-])([O-])=O.[K+].[K+].[CH2:15](Br)[C:16]1[CH:21]=[CH:20][CH:19]=[CH:18][CH:17]=1. (7) Given the product [C:1]([CH:3]1[CH2:8][CH2:7][N:6]([C:9](=[O:35])[C@H:10]([NH:14][C:15]([C:17]2[C:25]3[C:20](=[N:21][CH:22]=[C:23]([N:54]4[C:55]5[C:51](=[CH:50][C:49]([Cl:48])=[CH:57][CH:56]=5)[CH:52]=[N:53]4)[N:24]=3)[N:19]([CH2:27][O:28][CH2:29][CH2:30][Si:31]([CH3:34])([CH3:33])[CH3:32])[CH:18]=2)=[O:16])[CH:11]2[CH2:13][CH2:12]2)[CH2:5][CH2:4]1)#[N:2].[C:1]([CH:3]1[CH2:8][CH2:7][N:6]([C:9](=[O:35])[C@H:10]([NH:14][C:15]([C:17]2[C:25]3[C:20](=[N:21][CH:22]=[C:23]([I:36])[N:24]=3)[N:19]([CH2:27][O:28][CH2:29][CH2:30][Si:31]([CH3:34])([CH3:33])[CH3:32])[CH:18]=2)=[O:16])[CH:11]2[CH2:13][CH2:12]2)[CH2:5][CH2:4]1)#[N:2], predict the reactants needed to synthesize it. The reactants are: [C:1]([CH:3]1[CH2:8][CH2:7][N:6]([C:9](=[O:35])[C@H:10]([NH:14][C:15]([C:17]2[C:25]3[C:20](=[N:21][CH:22]=[C:23](Br)[N:24]=3)[N:19]([CH2:27][O:28][CH2:29][CH2:30][Si:31]([CH3:34])([CH3:33])[CH3:32])[CH:18]=2)=[O:16])[CH:11]2[CH2:13][CH2:12]2)[CH2:5][CH2:4]1)#[N:2].[I-:36].[Na+].CN[C@@H]1CCCC[C@H]1NC.[Cl:48][C:49]1[CH:50]=[C:51]2[C:55](=[CH:56][CH:57]=1)[NH:54][N:53]=[CH:52]2.[O-]P([O-])([O-])=O.[K+].[K+].[K+]. (8) The reactants are: [O:1]([CH2:8][C:9]([N:11]1[CH2:16][CH2:15][C:14]2[NH:17][N:18]=[C:19]([C:20]3[CH:25]=[CH:24][CH:23]=[CH:22][CH:21]=3)[C:13]=2[CH2:12]1)=[O:10])[C:2]1[CH:7]=[CH:6][CH:5]=[CH:4][CH:3]=1.[H-].[Na+].I[CH2:29][CH3:30]. Given the product [CH2:29]([N:17]1[C:14]2[CH2:15][CH2:16][N:11]([C:9](=[O:10])[CH2:8][O:1][C:2]3[CH:7]=[CH:6][CH:5]=[CH:4][CH:3]=3)[CH2:12][C:13]=2[C:19]([C:20]2[CH:25]=[CH:24][CH:23]=[CH:22][CH:21]=2)=[N:18]1)[CH3:30].[CH2:29]([N:18]1[C:19]([C:20]2[CH:25]=[CH:24][CH:23]=[CH:22][CH:21]=2)=[C:13]2[CH2:12][N:11]([C:9](=[O:10])[CH2:8][O:1][C:2]3[CH:7]=[CH:6][CH:5]=[CH:4][CH:3]=3)[CH2:16][CH2:15][C:14]2=[N:17]1)[CH3:30], predict the reactants needed to synthesize it. (9) Given the product [Br:1][C:2]1[CH:3]=[CH:4][C:5]([C:8]([CH:14]2[CH2:15][CH2:16][CH2:17][CH2:18]2)([CH3:13])[C:9]([O:11][CH:12]2[CH2:25][CH2:24][N:23]([CH3:26])[CH2:22][CH2:21]2)=[O:10])=[CH:6][CH:7]=1, predict the reactants needed to synthesize it. The reactants are: [Br:1][C:2]1[CH:7]=[CH:6][C:5]([C:8]([CH:14]2[CH2:18][CH2:17][CH2:16][CH2:15]2)([CH3:13])[C:9]([O:11][CH3:12])=[O:10])=[CH:4][CH:3]=1.OC1[CH2:25][CH2:24][N:23]([CH3:26])[CH2:22][CH2:21]1.